This data is from Full USPTO retrosynthesis dataset with 1.9M reactions from patents (1976-2016). The task is: Predict the reactants needed to synthesize the given product. (1) Given the product [Cl:1][CH2:2][CH2:3][CH2:4][CH2:5][CH2:6][CH2:7][CH2:8][CH2:9][CH2:10][CH2:11][C:12]#[C:13][CH:14]=[O:15], predict the reactants needed to synthesize it. The reactants are: [Cl:1][CH2:2][CH2:3][CH2:4][CH2:5][CH2:6][CH2:7][CH2:8][CH2:9][CH2:10][CH2:11][C:12]#[C:13][CH:14](OCC)[O:15]CC.O. (2) Given the product [CH2:38]([O:26][C:25](=[O:27])[C@@H:24]([NH:23][C:21]([C:17]1[C:16]([CH3:37])=[N:15][C:14]([NH:13][CH2:12][CH2:11][CH2:10][C:5]2[CH:6]=[CH:7][CH:8]=[C:9]3[C:4]=2[CH:3]=[N:2][NH:1]3)=[N:19][C:18]=1[CH3:20])=[O:22])[CH2:28][NH:29][C:30]([C:32]1[S:33][CH:34]=[CH:35][CH:36]=1)=[O:31])[CH3:39], predict the reactants needed to synthesize it. The reactants are: [NH:1]1[C:9]2[C:4](=[C:5]([CH2:10][CH2:11][CH2:12][NH:13][C:14]3[N:19]=[C:18]([CH3:20])[C:17]([C:21]([NH:23][C@@H:24]([CH2:28][NH:29][C:30]([C:32]4[S:33][CH:34]=[CH:35][CH:36]=4)=[O:31])[C:25]([OH:27])=[O:26])=[O:22])=[C:16]([CH3:37])[N:15]=3)[CH:6]=[CH:7][CH:8]=2)[CH:3]=[N:2]1.[CH2:38](I)[CH3:39].C(=O)([O-])[O-].[K+].[K+].